Dataset: Full USPTO retrosynthesis dataset with 1.9M reactions from patents (1976-2016). Task: Predict the reactants needed to synthesize the given product. (1) The reactants are: Br[C-:2]1[CH:6]=[CH:5][CH:4]=[CH:3]1.[C:7]1([Si:13]([C:25]2[CH:30]=[CH:29][CH:28]=[CH:27][CH:26]=2)([C:19]2[CH:24]=[CH:23][CH:22]=[CH:21][CH:20]=2)[C-:14]2[CH:18]=[CH:17][CH:16]=[CH:15]2)[CH:12]=[CH:11][CH:10]=[CH:9][CH:8]=1.[Fe+2:31].C([Li])CCC.C(=O)=O.CC(C)=O.[CH3:44][N+:45]([CH3:47])=[CH2:46].[I-]. Given the product [CH3:44][N:45]([CH2:47][C-:2]1[CH:6]=[CH:5][CH:4]=[CH:3]1)[CH3:46].[C:25]1([Si:13]([C:7]2[CH:8]=[CH:9][CH:10]=[CH:11][CH:12]=2)([C:19]2[CH:20]=[CH:21][CH:22]=[CH:23][CH:24]=2)[C-:14]2[CH:18]=[CH:17][CH:16]=[CH:15]2)[CH:26]=[CH:27][CH:28]=[CH:29][CH:30]=1.[Fe+2:31], predict the reactants needed to synthesize it. (2) Given the product [Cl:1][C:2]1[C:7]([F:8])=[C:6]([O:9][CH3:10])[CH:5]=[CH:4][C:3]=1[CH:11]([NH:19][C:20]1[CH:29]=[C:28]([F:30])[CH:27]=[C:26]2[C:21]=1[CH:22]=[CH:23][C:24](=[O:31])[NH:25]2)[C:12]([OH:13])([CH2:14][S:39][CH3:38])[C:15]([F:18])([F:17])[F:16], predict the reactants needed to synthesize it. The reactants are: [Cl:1][C:2]1[C:7]([F:8])=[C:6]([O:9][CH3:10])[CH:5]=[CH:4][C:3]=1[CH:11]([NH:19][C:20]1[CH:29]=[C:28]([F:30])[CH:27]=[C:26]2[C:21]=1[CH:22]=[CH:23][C:24](=[O:31])[NH:25]2)[C:12]1([C:15]([F:18])([F:17])[F:16])[CH2:14][O:13]1.C(=O)([O-])[O-].[Cs+].[Cs+].[CH3:38][SH:39].O.